This data is from CYP2C9 inhibition data for predicting drug metabolism from PubChem BioAssay. The task is: Regression/Classification. Given a drug SMILES string, predict its absorption, distribution, metabolism, or excretion properties. Task type varies by dataset: regression for continuous measurements (e.g., permeability, clearance, half-life) or binary classification for categorical outcomes (e.g., BBB penetration, CYP inhibition). Dataset: cyp2c9_veith. (1) The compound is COC(=O)C1(O)CC(C(C)C)=NN1C(=O)c1ccc(Cl)cc1. The result is 1 (inhibitor). (2) The compound is [O-][n+]1c(CN2CCCCC2)nc2cccc3c2c1-c1ccccc1-3. The result is 0 (non-inhibitor). (3) The molecule is CN=C(NC#N)Nc1ccc(C2=NNC(=O)C[C@@H]2C)cc1. The result is 0 (non-inhibitor). (4) The drug is Cc1cccc(CNc2ccnc(-c3cccc(NS(C)(=O)=O)c3)n2)c1. The result is 0 (non-inhibitor). (5) The compound is NS(=O)(=O)c1cccc2c1c([N+](=O)[O-])cc1nc([O-])c([O-])nc12. The result is 0 (non-inhibitor). (6) The compound is CS(=O)(=O)N(CC(=O)Nc1c(F)cccc1F)c1ccc(C23CC4CC(CC(C4)C2)C3)cc1. The result is 1 (inhibitor).